Dataset: CYP1A2 inhibition data for predicting drug metabolism from PubChem BioAssay. Task: Regression/Classification. Given a drug SMILES string, predict its absorption, distribution, metabolism, or excretion properties. Task type varies by dataset: regression for continuous measurements (e.g., permeability, clearance, half-life) or binary classification for categorical outcomes (e.g., BBB penetration, CYP inhibition). Dataset: cyp1a2_veith. The drug is C[N+](C)(C)CCC(=O)c1cccc2ccccc12. The result is 1 (inhibitor).